Dataset: Reaction yield outcomes from USPTO patents with 853,638 reactions. Task: Predict the reaction yield, written as a fraction of the theoretical maximum amount of product (1.0 means a 100% yield; for example, 0.34 means a 34% yield). The reactants are Cl[C:2]1[C:7]([C:8]#[N:9])=[CH:6][N:5]=[C:4]([S:10][CH3:11])[N:3]=1.CCN(C(C)C)C(C)C.Cl.[C:22]12([NH2:27])[CH2:26][CH:24]([CH2:25]1)[CH2:23]2.O. The catalyst is CS(C)=O. The yield is 0.930. The product is [C:22]12([NH:27][C:2]3[C:7]([C:8]#[N:9])=[CH:6][N:5]=[C:4]([S:10][CH3:11])[N:3]=3)[CH2:26][CH:24]([CH2:25]1)[CH2:23]2.